From a dataset of Reaction yield outcomes from USPTO patents with 853,638 reactions. Predict the reaction yield, written as a fraction of the theoretical maximum amount of product (1.0 means a 100% yield; for example, 0.34 means a 34% yield). (1) The reactants are [CH:1]1([CH2:4][C@H:5]([N:9]2[CH2:17][C:16]3[C:11](=[CH:12][CH:13]=[CH:14][CH:15]=3)[C:10]2=[O:18])[C:6]([OH:8])=O)[CH2:3][CH2:2]1.[CH3:19][O:20][C:21]([CH3:30])([CH3:29])[CH2:22][N:23]1[CH:27]=[CH:26][C:25]([NH2:28])=[N:24]1.F[P-](F)(F)(F)(F)F.N1(O[P+](N(C)C)(N(C)C)N(C)C)C2C=CC=CC=2N=N1. The catalyst is C(Cl)Cl.C(N(CC)C(C)C)(C)C. The product is [CH:1]1([CH2:4][C@H:5]([N:9]2[CH2:17][C:16]3[C:11](=[CH:12][CH:13]=[CH:14][CH:15]=3)[C:10]2=[O:18])[C:6]([NH:28][C:25]2[CH:26]=[CH:27][N:23]([CH2:22][C:21]([O:20][CH3:19])([CH3:29])[CH3:30])[N:24]=2)=[O:8])[CH2:2][CH2:3]1. The yield is 0.340. (2) The reactants are [NH2:1][CH2:2][C:3]1[N:8]=[C:7]([C:9]2[S:13][C:12]([N:14]3[CH2:19][CH2:18][O:17][CH2:16][CH2:15]3)=[N:11][C:10]=2[C:20]2[C:21]([F:38])=[C:22]([NH:26][S:27]([C:30]3[CH:35]=[C:34]([F:36])[CH:33]=[CH:32][C:31]=3[F:37])(=[O:29])=[O:28])[CH:23]=[CH:24][CH:25]=2)[CH:6]=[CH:5][N:4]=1.N1C=CC=CC=1.[CH3:45][S:46](Cl)(=[O:48])=[O:47].CCOC(C)=O. The catalyst is ClCCl. The product is [F:37][C:31]1[CH:32]=[CH:33][C:34]([F:36])=[CH:35][C:30]=1[S:27]([NH:26][C:22]1[CH:23]=[CH:24][CH:25]=[C:20]([C:10]2[N:11]=[C:12]([N:14]3[CH2:19][CH2:18][O:17][CH2:16][CH2:15]3)[S:13][C:9]=2[C:7]2[CH:6]=[CH:5][N:4]=[C:3]([CH2:2][NH:1][S:46]([CH3:45])(=[O:48])=[O:47])[N:8]=2)[C:21]=1[F:38])(=[O:28])=[O:29]. The yield is 0.330. (3) The reactants are Cl[C:2]1[N:3]=[C:4]([NH:12][N:13]([CH3:15])[CH3:14])[C:5]2[S:10][CH:9]=[C:8]([CH3:11])[C:6]=2[N:7]=1.[CH2:16]([NH2:19])[CH:17]=[CH2:18].C(=O)([O-])O.[Na+]. No catalyst specified. The product is [CH2:16]([NH:19][C:2]1[N:3]=[C:4]([NH:12][N:13]([CH3:15])[CH3:14])[C:5]2[S:10][CH:9]=[C:8]([CH3:11])[C:6]=2[N:7]=1)[CH:17]=[CH2:18]. The yield is 0.926. (4) The reactants are [F:1][C:2]1[CH:3]=[C:4]2[C:8](=[CH:9][CH:10]=1)[NH:7][C:6](=[O:11])/[C:5]/2=[CH:12]\[C:13]1[NH:17][C:16]([CH3:18])=[C:15]([C:19]([OH:21])=O)[C:14]=1[CH3:22].Cl.C(N=C=NCCCN(C)C)C.OC1C2N=NNC=2C=CC=1.C(N(CC)CC)C.[NH2:52][C:53]1[CH:58]=[C:57]([F:59])[CH:56]=[CH:55][C:54]=1[NH:60][C:61](=[O:72])[C:62]1[CH:67]=[CH:66][C:65]([NH:68][CH2:69][CH2:70][NH2:71])=[N:64][CH:63]=1. The catalyst is [Cl-].[Na+].O.CN(C=O)C. The product is [NH2:52][C:53]1[CH:58]=[C:57]([F:59])[CH:56]=[CH:55][C:54]=1[NH:60][C:61](=[O:72])[C:62]1[CH:67]=[CH:66][C:65]([NH:68][CH2:69][CH2:70][NH:71][C:19]([C:15]2[C:14]([CH3:22])=[C:13](/[CH:12]=[C:5]3\[C:6](=[O:11])[NH:7][C:8]4[C:4]\3=[CH:3][C:2]([F:1])=[CH:10][CH:9]=4)[NH:17][C:16]=2[CH3:18])=[O:21])=[N:64][CH:63]=1. The yield is 0.800. (5) The reactants are [H-].[Li+].[NH2:3][C:4]1[C:9]2=[C:10]([C:15]3[CH:20]=[CH:19][C:18]([N+:21]([O-:23])=[O:22])=[CH:17][CH:16]=3)[C:11]([CH:13]=O)=[CH:12][N:8]2[N:7]=[CH:6][N:5]=1.C([O-])(O)=O.[Na+].[CH3:29][CH2:30][O:31][C:32]([CH3:34])=[O:33]. The catalyst is C1COCC1. The product is [NH2:3][C:4]1[C:9]2=[C:10]([C:15]3[CH:16]=[CH:17][C:18]([N+:21]([O-:23])=[O:22])=[CH:19][CH:20]=3)[C:11](/[CH:13]=[CH:34]/[C:32]([O:31][CH2:30][CH3:29])=[O:33])=[CH:12][N:8]2[N:7]=[CH:6][N:5]=1. The yield is 0.890. (6) The reactants are [CH3:1][O:2][C:3]([C:5]1[S:9][C:8]2[CH:10]=[C:11]([F:14])[CH:12]=[CH:13][C:7]=2[C:6]=1[CH:15]1[CH2:20][CH2:19][N:18](C(=O)C)[CH2:17][CH2:16]1)=[O:4].[ClH:24]. The catalyst is CO. The product is [ClH:24].[CH3:1][O:2][C:3]([C:5]1[S:9][C:8]2[CH:10]=[C:11]([F:14])[CH:12]=[CH:13][C:7]=2[C:6]=1[CH:15]1[CH2:20][CH2:19][NH:18][CH2:17][CH2:16]1)=[O:4]. The yield is 0.740.